Dataset: Catalyst prediction with 721,799 reactions and 888 catalyst types from USPTO. Task: Predict which catalyst facilitates the given reaction. (1) Reactant: [Cl:1][C:2]1[C:10]([CH3:11])=[N:9][C:8]2[N:4]([N:5]=[C:6]3[CH2:14][N:13]([C:15]([C:17]4[CH:22]=[CH:21][C:20]([F:23])=[CH:19][C:18]=4[O:24][CH:25]4[CH2:30][CH2:29][NH:28][CH2:27][CH2:26]4)=[O:16])[CH2:12][C:7]3=2)[C:3]=1[CH3:31].C=O.[C:34](O[BH-](OC(=O)C)OC(=O)C)(=O)C.[Na+]. Product: [Cl:1][C:2]1[C:10]([CH3:11])=[N:9][C:8]2[N:4]([N:5]=[C:6]3[CH2:14][N:13]([C:15]([C:17]4[CH:22]=[CH:21][C:20]([F:23])=[CH:19][C:18]=4[O:24][CH:25]4[CH2:30][CH2:29][N:28]([CH3:34])[CH2:27][CH2:26]4)=[O:16])[CH2:12][C:7]3=2)[C:3]=1[CH3:31]. The catalyst class is: 26. (2) Reactant: C(OC(=O)[NH:7][C@H:8]1[CH2:13][CH2:12][CH2:11][CH2:10][C@@H:9]1[CH:14]=O)(C)(C)C.[C:17]1([CH:23]2[CH2:28][CH2:27][CH2:26][NH:25][CH2:24]2)[CH:22]=[CH:21][CH:20]=[CH:19][CH:18]=1.[BH-](OC(C)=O)(OC(C)=O)OC(C)=O.[Na+].[OH-].[Na+].[ClH:45].O1CCOCC1. Product: [ClH:45].[C:17]1([CH:23]2[CH2:28][CH2:27][CH2:26][N:25]([CH2:14][C@H:9]3[CH2:10][CH2:11][CH2:12][CH2:13][C@@H:8]3[NH2:7])[CH2:24]2)[CH:22]=[CH:21][CH:20]=[CH:19][CH:18]=1. The catalyst class is: 34.